From a dataset of Catalyst prediction with 721,799 reactions and 888 catalyst types from USPTO. Predict which catalyst facilitates the given reaction. The catalyst class is: 4. Product: [CH2:18]([O:17][CH:10]([O:14][CH2:15][CH3:16])[CH2:24][C:23](=[O:25])[C:22]([O:27][CH3:28])([O:21][CH3:20])[CH3:26])[CH3:19]. Reactant: B(F)(F)F.CCOCC.[CH:10]([O:17][CH2:18][CH3:19])([O:14][CH2:15][CH3:16])OCC.[CH3:20][O:21][C:22]([O:27][CH3:28])([CH3:26])[C:23](=[O:25])[CH3:24].C(N(CC)C(C)C)(C)C.C(=O)([O-])O.[Na+].